Dataset: Forward reaction prediction with 1.9M reactions from USPTO patents (1976-2016). Task: Predict the product of the given reaction. (1) Given the reactants C([O:8][C:9]1[CH:14]=[CH:13][C:12]([C:15]2[CH2:19][O:18][C:17](=[O:20])[C:16]=2[C:21]2[CH:26]=[CH:25][C:24]([O:27][CH3:28])=[CH:23][CH:22]=2)=[CH:11][CH:10]=1)C1C=CC=CC=1, predict the reaction product. The product is: [OH:8][C:9]1[CH:10]=[CH:11][C:12]([C:15]2[CH2:19][O:18][C:17](=[O:20])[C:16]=2[C:21]2[CH:26]=[CH:25][C:24]([O:27][CH3:28])=[CH:23][CH:22]=2)=[CH:13][CH:14]=1. (2) Given the reactants C([Sn](CCCC)(OCCCC)[O:6][Sn:7]([CH2:17][CH2:18][CH2:19][CH3:20])([CH2:13][CH2:14][CH2:15][CH3:16])[O:8][CH2:9][CH2:10][CH2:11][CH3:12])CCC, predict the reaction product. The product is: [CH2:17]([Sn:7]([CH2:13][CH2:14][CH2:15][CH3:16])([O:6][CH2:9][CH2:10][CH2:11][CH3:12])[O:8][CH2:9][CH2:10][CH2:11][CH3:12])[CH2:18][CH2:19][CH3:20].